Dataset: NCI-60 drug combinations with 297,098 pairs across 59 cell lines. Task: Regression. Given two drug SMILES strings and cell line genomic features, predict the synergy score measuring deviation from expected non-interaction effect. (1) Drug 1: CN1C2=C(C=C(C=C2)N(CCCl)CCCl)N=C1CCCC(=O)O.Cl. Drug 2: CS(=O)(=O)OCCCCOS(=O)(=O)C. Cell line: HCC-2998. Synergy scores: CSS=11.7, Synergy_ZIP=-3.32, Synergy_Bliss=-4.57, Synergy_Loewe=0.362, Synergy_HSA=-2.84. (2) Drug 1: C1CN1C2=NC(=NC(=N2)N3CC3)N4CC4. Drug 2: CCC1(C2=C(COC1=O)C(=O)N3CC4=CC5=C(C=CC(=C5CN(C)C)O)N=C4C3=C2)O.Cl. Cell line: A549. Synergy scores: CSS=58.5, Synergy_ZIP=-1.44, Synergy_Bliss=-2.86, Synergy_Loewe=0.568, Synergy_HSA=2.88.